This data is from NCI-60 drug combinations with 297,098 pairs across 59 cell lines. The task is: Regression. Given two drug SMILES strings and cell line genomic features, predict the synergy score measuring deviation from expected non-interaction effect. Drug 1: CC(C1=C(C=CC(=C1Cl)F)Cl)OC2=C(N=CC(=C2)C3=CN(N=C3)C4CCNCC4)N. Drug 2: C1=CC(=CC=C1CCCC(=O)O)N(CCCl)CCCl. Cell line: LOX IMVI. Synergy scores: CSS=26.4, Synergy_ZIP=-7.24, Synergy_Bliss=-0.452, Synergy_Loewe=0.670, Synergy_HSA=1.89.